From a dataset of Forward reaction prediction with 1.9M reactions from USPTO patents (1976-2016). Predict the product of the given reaction. (1) Given the reactants [C:1]([C:3]1[CH:8]=[CH:7][CH:6]=[CH:5][C:4]=1[C:9]1[CH:14]=[CH:13][C:12]([CH2:15][CH:16]([C:22](=O)[CH2:23][CH2:24][CH3:25])[C:17](OCC)=[O:18])=[CH:11][CH:10]=1)#[N:2].[CH3:27][O:28][CH:29]1[CH2:34][CH2:33][CH2:32][CH2:31][CH:30]1[NH:35][C:36]1[NH:40][C:39]([CH3:41])=[N:38][N:37]=1, predict the reaction product. The product is: [CH3:27][O:28][CH:29]1[CH2:34][CH2:33][CH2:32][CH2:31][CH:30]1[N:35]1[C:17](=[O:18])[C:16]([CH2:15][C:12]2[CH:13]=[CH:14][C:9]([C:4]3[C:3]([C:1]#[N:2])=[CH:8][CH:7]=[CH:6][CH:5]=3)=[CH:10][CH:11]=2)=[C:22]([CH2:23][CH2:24][CH3:25])[N:37]2[N:38]=[C:39]([CH3:41])[N:40]=[C:36]12. (2) Given the reactants Cl[S:2]([CH2:5][CH2:6][CH2:7][NH:8][C:9](=[O:11])[CH3:10])(=[O:4])=[O:3].[CH3:12][C:13]([O:17][CH2:18][C:19]1[CH:24]=[CH:23][CH:22]=[CH:21][CH:20]=1)([CH3:16])[CH2:14][OH:15].C(N(CC)CC)C, predict the reaction product. The product is: [C:9]([NH:8][CH2:7][CH2:6][CH2:5][S:2]([O:15][CH2:14][C:13]([CH3:16])([O:17][CH2:18][C:19]1[CH:24]=[CH:23][CH:22]=[CH:21][CH:20]=1)[CH3:12])(=[O:4])=[O:3])(=[O:11])[CH3:10]. (3) The product is: [CH:1]1[C:11]2[CH2:10][CH2:9][C:8]3[CH:12]=[CH:13][CH:14]=[CH:15][C:7]=3[CH:6]([CH2:16][C:17]3[CH:18]=[C:19]([NH:23][S:24]([CH3:27])(=[O:26])=[O:25])[CH:20]=[CH:21][CH:22]=3)[C:5]=2[CH:4]=[CH:3][CH:2]=1. Given the reactants [CH:1]1[C:11]2[CH2:10][CH2:9][C:8]3[CH:12]=[CH:13][CH:14]=[CH:15][C:7]=3[C:6](=[CH:16][C:17]3[CH:18]=[C:19]([NH:23][S:24]([CH3:27])(=[O:26])=[O:25])[CH:20]=[CH:21][CH:22]=3)[C:5]=2[CH:4]=[CH:3][CH:2]=1, predict the reaction product.